This data is from Full USPTO retrosynthesis dataset with 1.9M reactions from patents (1976-2016). The task is: Predict the reactants needed to synthesize the given product. (1) Given the product [C:17]([NH:16][C:14](=[O:15])[CH2:13][C:9]1[CH:10]=[CH:11][CH:12]=[C:7]([O:6][C:5]2[CH:21]=[CH:22][C:2]([NH:1][C:42]3[C:43]4[N:35]([CH2:34][CH2:33][OH:32])[CH:36]=[CH:37][C:38]=4[N:39]=[CH:40][N:41]=3)=[CH:3][C:4]=2[Cl:23])[CH:8]=1)([CH3:19])([CH3:20])[CH3:18], predict the reactants needed to synthesize it. The reactants are: [NH2:1][C:2]1[CH:22]=[CH:21][C:5]([O:6][C:7]2[CH:8]=[C:9]([CH2:13][C:14]([NH:16][C:17]([CH3:20])([CH3:19])[CH3:18])=[O:15])[CH:10]=[CH:11][CH:12]=2)=[C:4]([Cl:23])[CH:3]=1.C([O:32][CH2:33][CH2:34][N:35]1[C:43]2[C:42](Cl)=[N:41][CH:40]=[N:39][C:38]=2[CH:37]=[CH:36]1)(=O)C1C=CC=CC=1.C(O)(C)C.[OH-].[Na+]. (2) Given the product [CH3:15][O:16][C:17]([C:19]1[S:20][C:21]([CH3:33])=[C:22]([C:2]2[CH:3]=[N:4][N:5]3[C:10]=2[CH:9]=[CH:8][N:7]([C:11]([F:14])([F:13])[F:12])[CH2:6]3)[CH:23]=1)=[O:18], predict the reactants needed to synthesize it. The reactants are: Br[C:2]1[CH:3]=[N:4][N:5]2[C:10]=1[CH:9]=[CH:8][N:7]([C:11]([F:14])([F:13])[F:12])[CH2:6]2.[CH3:15][O:16][C:17]([C:19]1[S:20][C:21]([CH3:33])=[C:22](B2OC(C)(C)C(C)(C)O2)[CH:23]=1)=[O:18].C(=O)([O-])[O-].[Na+].[Na+]. (3) Given the product [N:1]([CH:6]([C:8]1[N:13]([CH2:14][C:15]2[CH:20]=[CH:19][CH:18]=[C:17]([Cl:21])[C:16]=2[CH3:22])[C:12]2[N:23]=[C:24]([N:26]3[CH2:27][CH2:28][O:29][CH2:30][CH2:31]3)[S:25][C:11]=2[C:10](=[O:32])[N:9]=1)[CH3:7])=[N+:2]=[N-:3], predict the reactants needed to synthesize it. The reactants are: [N-:1]=[N+:2]=[N-:3].[Na+].Br[CH:6]([C:8]1[N:13]([CH2:14][C:15]2[CH:20]=[CH:19][CH:18]=[C:17]([Cl:21])[C:16]=2[CH3:22])[C:12]2[N:23]=[C:24]([N:26]3[CH2:31][CH2:30][O:29][CH2:28][CH2:27]3)[S:25][C:11]=2[C:10](=[O:32])[N:9]=1)[CH3:7]. (4) Given the product [CH3:1][O:2][C:3]([C:5]1[CH:14]=[C:13]([C:14]#[C:5][CH2:3][O:2][CH2:37][C:31]2[CH:32]=[CH:33][CH:34]=[CH:35][CH:36]=2)[C:12]2[C:7](=[C:8]([O:23][CH2:24][C:25]3[CH:30]=[CH:29][CH:28]=[CH:27][CH:26]=3)[CH:9]=[CH:10][CH:11]=2)[N:6]=1)=[O:4], predict the reactants needed to synthesize it. The reactants are: [CH3:1][O:2][C:3]([C:5]1[CH:14]=[C:13](OS(C(F)(F)F)(=O)=O)[C:12]2[C:7](=[C:8]([O:23][CH2:24][C:25]3[CH:30]=[CH:29][CH:28]=[CH:27][CH:26]=3)[CH:9]=[CH:10][CH:11]=2)[N:6]=1)=[O:4].[C:31]1([C:37]#C)[CH:36]=[CH:35][CH:34]=[CH:33][CH:32]=1. (5) The reactants are: [F:1][C:2]1[CH:3]=[C:4](/[CH:16]=[CH:17]/[C:18]([O:20][CH2:21][CH3:22])=[O:19])[CH:5]=[CH:6][C:7]=1[O:8]CC1C=CC=CC=1. Given the product [F:1][C:2]1[CH:3]=[C:4]([CH2:16][CH2:17][C:18]([O:20][CH2:21][CH3:22])=[O:19])[CH:5]=[CH:6][C:7]=1[OH:8], predict the reactants needed to synthesize it. (6) Given the product [CH:1]([C:4]1[N:24]=[C:7]2[CH:8]=[C:9]([NH:12][C:13]([C:15]3[N:19]([CH3:20])[N:18]=[CH:17][C:16]=3[C:21]([N:25]3[CH2:29][CH2:28][CH2:27][CH2:26]3)=[O:22])=[O:14])[CH:10]=[CH:11][N:6]2[N:5]=1)([CH3:2])[CH3:3], predict the reactants needed to synthesize it. The reactants are: [CH:1]([C:4]1[N:24]=[C:7]2[CH:8]=[C:9]([NH:12][C:13]([C:15]3[N:19]([CH3:20])[N:18]=[CH:17][C:16]=3[C:21](O)=[O:22])=[O:14])[CH:10]=[CH:11][N:6]2[N:5]=1)([CH3:3])[CH3:2].[NH:25]1[CH2:29][CH2:28][CH2:27][CH2:26]1.CCCP(=O)=O.C(N(C(C)C)CC)(C)C.